From a dataset of Peptide-MHC class I binding affinity with 185,985 pairs from IEDB/IMGT. Regression. Given a peptide amino acid sequence and an MHC pseudo amino acid sequence, predict their binding affinity value. This is MHC class I binding data. (1) The peptide sequence is ISLEAGQRF. The MHC is HLA-B08:01 with pseudo-sequence HLA-B08:01. The binding affinity (normalized) is 0.0847. (2) The peptide sequence is RIKTRLFTI. The MHC is HLA-A02:01 with pseudo-sequence HLA-A02:01. The binding affinity (normalized) is 0.151. (3) The peptide sequence is ALLIGAVVSV. The MHC is HLA-A02:06 with pseudo-sequence HLA-A02:06. The binding affinity (normalized) is 0.662.